This data is from Full USPTO retrosynthesis dataset with 1.9M reactions from patents (1976-2016). The task is: Predict the reactants needed to synthesize the given product. (1) Given the product [C:15]([N:19]1[C:23]([CH:24]([CH3:25])[CH3:26])=[CH:22][C:21]([CH:27]([OH:28])[C:2]2[CH:7]=[CH:6][C:5]([C:8]3[O:9][CH2:10][C:11]([CH3:14])([CH3:13])[N:12]=3)=[CH:4][CH:3]=2)=[N:20]1)([CH3:17])([CH3:18])[CH3:16], predict the reactants needed to synthesize it. The reactants are: Br[C:2]1[CH:7]=[CH:6][C:5]([C:8]2[O:9][CH2:10][C:11]([CH3:14])([CH3:13])[N:12]=2)=[CH:4][CH:3]=1.[C:15]([N:19]1[C:23]([CH:24]([CH3:26])[CH3:25])=[CH:22][C:21]([CH:27]=[O:28])=[N:20]1)([CH3:18])([CH3:17])[CH3:16].[Cl-].[NH4+].C(OCC)(=O)C.CCCCCC. (2) Given the product [N:14]1([CH:20]2[CH2:25][CH2:24][N:23]([C:8]([C:7]3[CH:6]=[C:5]([S:2]([NH:37][C:36]4[CH:38]=[CH:39][C:33]([F:32])=[CH:34][CH:35]=4)(=[O:4])=[O:3])[CH:13]=[CH:12][CH:11]=3)=[O:9])[CH2:22][CH2:21]2)[CH2:19][CH2:18][CH2:17][CH2:16][CH2:15]1, predict the reactants needed to synthesize it. The reactants are: Cl[S:2]([C:5]1[CH:6]=[C:7]([CH:11]=[CH:12][CH:13]=1)[C:8](Cl)=[O:9])(=[O:4])=[O:3].[N:14]1([CH:20]2[CH2:25][CH2:24][NH:23][CH2:22][CH2:21]2)[CH2:19][CH2:18][CH2:17][CH2:16][CH2:15]1.C(=O)([O-])[O-].[Na+].[Na+].[F:32][C:33]1[CH:39]=[CH:38][C:36]([NH2:37])=[CH:35][CH:34]=1. (3) Given the product [CH3:21][C:5]1[CH:4]=[C:3]([C:22]2[CH:27]=[CH:26][CH:25]=[C:24]([C:28]([F:31])([F:30])[F:29])[CH:23]=2)[C:2]([NH:1][C:39](=[O:41])[CH3:40])=[N:7][C:6]=1[C:8]([N:10]1[CH2:15][CH2:14][CH:13]([N:16]2[CH2:17][CH2:18][CH2:19][CH2:20]2)[CH2:12][CH2:11]1)=[O:9].[C:39]([N:1]([C:2]1[C:3]([C:22]2[CH:27]=[CH:26][CH:25]=[C:24]([C:28]([F:31])([F:30])[F:29])[CH:23]=2)=[CH:4][C:5]([CH3:21])=[C:6]([C:8]([N:10]2[CH2:15][CH2:14][CH:13]([N:16]3[CH2:17][CH2:18][CH2:19][CH2:20]3)[CH2:12][CH2:11]2)=[O:9])[N:7]=1)[C:37](=[O:47])[CH3:38])(=[O:41])[CH3:40], predict the reactants needed to synthesize it. The reactants are: [NH2:1][C:2]1[N:7]=[C:6]([C:8]([N:10]2[CH2:15][CH2:14][CH:13]([N:16]3[CH2:20][CH2:19][CH2:18][CH2:17]3)[CH2:12][CH2:11]2)=[O:9])[C:5]([CH3:21])=[CH:4][C:3]=1[C:22]1[CH:27]=[CH:26][CH:25]=[C:24]([C:28]([F:31])([F:30])[F:29])[CH:23]=1.CCN([CH2:37][CH3:38])CC.[C:39](OC(=O)C)(=[O:41])[CH3:40].C(=O)([O-])[O-:47].[Na+].[Na+]. (4) Given the product [C:1]([O:5][C:6](=[O:38])[NH:7][C:8]1([C:12]2[CH:13]=[CH:14][C:15]([C:18]3[C:19](=[O:37])[C:20]4[C:21]([O:29][C:30]=3[C:31]3[CH:32]=[CH:33][CH:34]=[CH:35][CH:36]=3)=[C:22]3[C:26](=[CH:27][CH:28]=4)[N:25]([CH3:41])[N:24]=[CH:23]3)=[CH:16][CH:17]=2)[CH2:11][CH2:10][CH2:9]1)([CH3:4])([CH3:2])[CH3:3], predict the reactants needed to synthesize it. The reactants are: [C:1]([O:5][C:6](=[O:38])[NH:7][C:8]1([C:12]2[CH:17]=[CH:16][C:15]([C:18]3[C:19](=[O:37])[C:20]4[C:21]([O:29][C:30]=3[C:31]3[CH:36]=[CH:35][CH:34]=[CH:33][CH:32]=3)=[C:22]3[C:26](=[CH:27][CH:28]=4)[NH:25][N:24]=[CH:23]3)=[CH:14][CH:13]=2)[CH2:11][CH2:10][CH2:9]1)([CH3:4])([CH3:3])[CH3:2].[H-].[Na+].[CH3:41]I.